Dataset: Forward reaction prediction with 1.9M reactions from USPTO patents (1976-2016). Task: Predict the product of the given reaction. (1) Given the reactants Br[C:2]1[CH:3]=[CH:4][C:5]2[S:9](=[O:11])(=[O:10])[N:8]([CH2:12][CH:13]([NH:18][C:19](=[O:25])[O:20][C:21]([CH3:24])([CH3:23])[CH3:22])[C:14]([NH:16][CH3:17])=[O:15])[CH:7]([CH3:26])[C:6]=2[CH:27]=1.[F:28][C:29]1[CH:37]=[C:36]2[C:32]([C:33](B3OC(C)(C)C(C)(C)O3)=[CH:34][N:35]2[C:38]([O:40][C:41]([CH3:44])([CH3:43])[CH3:42])=[O:39])=[CH:31][CH:30]=1.[O-]P([O-])([O-])=O.[K+].[K+].[K+], predict the reaction product. The product is: [C:21]([O:20][C:19]([NH:18][CH:13]([C:14]([NH:16][CH3:17])=[O:15])[CH2:12][N:8]1[CH:7]([CH3:26])[C:6]2[CH:27]=[C:2]([C:33]3[C:32]4[C:36](=[CH:37][C:29]([F:28])=[CH:30][CH:31]=4)[N:35]([C:38]([O:40][C:41]([CH3:44])([CH3:43])[CH3:42])=[O:39])[CH:34]=3)[CH:3]=[CH:4][C:5]=2[S:9]1(=[O:11])=[O:10])=[O:25])([CH3:24])([CH3:23])[CH3:22]. (2) Given the reactants [Cr](Cl)([O-])(=O)=O.[NH+]1C=CC=CC=1.[I:12][C:13]1[CH:14]=[C:15]([CH:18]=[CH:19][CH:20]=1)[CH2:16][OH:17], predict the reaction product. The product is: [I:12][C:13]1[CH:14]=[C:15]([CH:18]=[CH:19][CH:20]=1)[CH:16]=[O:17]. (3) Given the reactants [CH2:1]([N:5]([CH3:26])[C:6]([C:8]1[CH:9]=[C:10]([C:21]([O:23]CC)=[O:22])[CH:11]=[C:12]([C:14]2[CH:19]=[CH:18][C:17]([CH3:20])=[CH:16][CH:15]=2)[CH:13]=1)=[O:7])[CH:2]([CH3:4])[CH3:3].[OH-].[Li+].C(O)C, predict the reaction product. The product is: [CH2:1]([N:5]([CH3:26])[C:6]([C:8]1[CH:9]=[C:10]([C:21]([OH:23])=[O:22])[CH:11]=[C:12]([C:14]2[CH:15]=[CH:16][C:17]([CH3:20])=[CH:18][CH:19]=2)[CH:13]=1)=[O:7])[CH:2]([CH3:4])[CH3:3]. (4) Given the reactants [F:1][C:2]1[CH:3]=[N:4][C:5]([O:17][C:18]2[CH:23]=[CH:22][CH:21]=[C:20]([S:24][CH3:25])[CH:19]=2)=[C:6]([CH:16]=1)[C:7]([NH:9][CH:10]1[CH2:15][CH2:14][NH:13][CH2:12][CH2:11]1)=[O:8].ON1C2C=CC=CC=2N=N1.CN1CCOCC1.[N:43]1[CH:48]=[C:47]([C:49](O)=[O:50])[CH:46]=[N:45][CH:44]=1.Cl.CN(C)CCCN=C=NCC, predict the reaction product. The product is: [NH3:4].[F:1][C:2]1[CH:3]=[N:4][C:5]([O:17][C:18]2[CH:23]=[CH:22][CH:21]=[C:20]([S:24][CH3:25])[CH:19]=2)=[C:6]([CH:16]=1)[C:7]([NH:9][CH:10]1[CH2:11][CH2:12][N:13]([C:49]([C:47]2[CH:48]=[N:43][CH:44]=[N:45][CH:46]=2)=[O:50])[CH2:14][CH2:15]1)=[O:8].